This data is from Retrosynthesis with 50K atom-mapped reactions and 10 reaction types from USPTO. The task is: Predict the reactants needed to synthesize the given product. (1) Given the product O=C(C1CCC(Nc2ccccc2F)CC1)N1CCN(C2CCCC2)CC1, predict the reactants needed to synthesize it. The reactants are: C1CCC(N2CCNCC2)C1.CCOC(=O)C1CCC(Nc2ccccc2F)CC1. (2) The reactants are: Clc1nc2ccccc2c2[nH]c3ccccc3c12.NCCNCCO. Given the product OCCNCCNc1nc2ccccc2c2[nH]c3ccccc3c12, predict the reactants needed to synthesize it.